Predict the product of the given reaction. From a dataset of Forward reaction prediction with 1.9M reactions from USPTO patents (1976-2016). (1) Given the reactants C(=O)([O-])[O-].[K+].[K+].[CH3:7]I.[Cl:9][C:10]1[N:18]=[C:17]2[C:13]([NH:14][C:15]([CH3:19])=[N:16]2)=[C:12]([Cl:20])[N:11]=1.O, predict the reaction product. The product is: [Cl:9][C:10]1[N:18]=[C:17]2[C:13]([N:14]=[C:15]([CH3:19])[N:16]2[CH3:7])=[C:12]([Cl:20])[N:11]=1. (2) The product is: [CH2:1]([O:8][C:9](=[O:10])[NH:11][CH2:12][C:13]1[CH:14]=[CH:15][C:16]([C:17](=[O:19])[NH:22][C:23]2[CH:28]=[CH:27][N:26]=[CH:25][N:24]=2)=[CH:20][CH:21]=1)[C:2]1[CH:3]=[CH:4][CH:5]=[CH:6][CH:7]=1. Given the reactants [CH2:1]([O:8][C:9]([NH:11][CH2:12][C:13]1[CH:21]=[CH:20][C:16]([C:17]([OH:19])=O)=[CH:15][CH:14]=1)=[O:10])[C:2]1[CH:7]=[CH:6][CH:5]=[CH:4][CH:3]=1.[NH2:22][C:23]1[CH:28]=[CH:27][N:26]=[CH:25][N:24]=1, predict the reaction product. (3) Given the reactants Cl[C:2]1[N:3]=[CH:4][C:5]([C:8]([N:10]2[CH2:15][CH2:14][C:13]3[NH:16][C:17]([C:19]4[C:27]5[C:22](=[CH:23][C:24]([C:28]6[CH:33]=[C:32]([F:34])[C:31]([OH:35])=[CH:30][C:29]=6[CH2:36][CH3:37])=[CH:25][CH:26]=5)[NH:21][N:20]=4)=[N:18][C:12]=3[CH2:11]2)=[O:9])=[N:6][CH:7]=1.[N:38]1([CH2:44][CH2:45][NH2:46])[CH2:43][CH2:42][O:41][CH2:40][CH2:39]1, predict the reaction product. The product is: [CH2:36]([C:29]1[CH:30]=[C:31]([OH:35])[C:32]([F:34])=[CH:33][C:28]=1[C:24]1[CH:23]=[C:22]2[C:27]([C:19]([C:17]3[NH:16][C:13]4[CH2:14][CH2:15][N:10]([C:8]([C:5]5[CH:4]=[N:3][C:2]([NH:46][CH2:45][CH2:44][N:38]6[CH2:43][CH2:42][O:41][CH2:40][CH2:39]6)=[CH:7][N:6]=5)=[O:9])[CH2:11][C:12]=4[N:18]=3)=[N:20][NH:21]2)=[CH:26][CH:25]=1)[CH3:37]. (4) Given the reactants [NH2:1][C:2]1[CH:17]=[CH:16][CH:15]=[C:14]([Cl:18])[C:3]=1[C:4]([NH:6][C:7]1[CH:12]=[CH:11][CH:10]=[CH:9][C:8]=1[F:13])=[O:5].[C:19]([O:23][C:24]([NH:26][CH:27]([CH2:31][CH3:32])[C:28](O)=[O:29])=[O:25])([CH3:22])([CH3:21])[CH3:20].CCN(C(C)C)C(C)C.CN(C(ON1N=NC2C=CC=NC1=2)=[N+](C)C)C.F[P-](F)(F)(F)(F)F, predict the reaction product. The product is: [Cl:18][C:14]1[C:3]([C:4](=[O:5])[NH:6][C:7]2[CH:12]=[CH:11][CH:10]=[CH:9][C:8]=2[F:13])=[C:2]([NH:1][C:28](=[O:29])[C@@H:27]([NH:26][C:24](=[O:25])[O:23][C:19]([CH3:21])([CH3:20])[CH3:22])[CH2:31][CH3:32])[CH:17]=[CH:16][CH:15]=1.